Dataset: Forward reaction prediction with 1.9M reactions from USPTO patents (1976-2016). Task: Predict the product of the given reaction. (1) The product is: [CH3:1][O:2][C:3]1[CH:12]=[C:11]([N:24]2[CH2:25][CH2:26][N:21]([CH3:20])[CH2:22][CH2:23]2)[CH:10]=[CH:9][C:4]=1[C:5]([O:7][CH3:8])=[O:6]. Given the reactants [CH3:1][O:2][C:3]1[CH:12]=[C:11](F)[CH:10]=[CH:9][C:4]=1[C:5]([O:7][CH3:8])=[O:6].C([O-])([O-])=O.[K+].[K+].[CH3:20][N:21]1[CH2:26][CH2:25][NH:24][CH2:23][CH2:22]1, predict the reaction product. (2) Given the reactants [CH2:1]([O:3][C:4]([C@H:6]1[CH2:11][CH2:10][C@@H:9]([N:12]2[C:16]3[N:17]=[CH:18][N:19]=[C:20]([NH2:21])[C:15]=3[C:14](I)=[CH:13]2)[CH2:8][CH2:7]1)=[O:5])[CH3:2].[C:23]1([C:29]2[CH:38]=[CH:37][C:36]3[C:31](=[CH:32][C:33](B4OC(C)(C)C(C)(C)C4)=[CH:34][CH:35]=3)[N:30]=2)[CH:28]=[CH:27][CH:26]=[CH:25][CH:24]=1.C([O-])([O-])=O.[Na+].[Na+].N#N, predict the reaction product. The product is: [CH2:1]([O:3][C:4]([C@H:6]1[CH2:11][CH2:10][C@@H:9]([N:12]2[C:16]3[N:17]=[CH:18][N:19]=[C:20]([NH2:21])[C:15]=3[C:14]([C:33]3[CH:32]=[C:31]4[C:36]([CH:37]=[CH:38][C:29]([C:23]5[CH:28]=[CH:27][CH:26]=[CH:25][CH:24]=5)=[N:30]4)=[CH:35][CH:34]=3)=[CH:13]2)[CH2:8][CH2:7]1)=[O:5])[CH3:2]. (3) Given the reactants [Cl:1][C:2]1[C:10]2[N:9]=[C:8]([NH:11][C:12]3[C:13]([O:20][CH3:21])=[N:14][C:15]([O:18][CH3:19])=[CH:16][CH:17]=3)[N:7]([CH2:22][CH2:23][CH2:24][C:25](OCC)=[O:26])[C:6]=2[C:5]([CH:30]([CH2:33][CH3:34])[CH2:31][CH3:32])=[CH:4][CH:3]=1.[BH4-].[Li+].O, predict the reaction product. The product is: [Cl:1][C:2]1[C:10]2[N:9]=[C:8]([NH:11][C:12]3[C:13]([O:20][CH3:21])=[N:14][C:15]([O:18][CH3:19])=[CH:16][CH:17]=3)[N:7]([CH2:22][CH2:23][CH2:24][CH2:25][OH:26])[C:6]=2[C:5]([CH:30]([CH2:33][CH3:34])[CH2:31][CH3:32])=[CH:4][CH:3]=1. (4) The product is: [CH3:12][O:13][C:14](=[O:24])[C@H:15]([NH:23][C:9](=[O:10])[CH2:8][CH2:7][C:1]1[CH:6]=[CH:5][CH:4]=[CH:3][CH:2]=1)[CH2:16][C:17]1[CH:22]=[CH:21][CH:20]=[CH:19][CH:18]=1. Given the reactants [C:1]1([CH2:7][CH2:8][C:9](O)=[O:10])[CH:6]=[CH:5][CH:4]=[CH:3][CH:2]=1.[CH3:12][O:13][C:14](=[O:24])[C@H:15]([NH2:23])[CH2:16][C:17]1[CH:22]=[CH:21][CH:20]=[CH:19][CH:18]=1.C(N(CC)CC)C, predict the reaction product. (5) Given the reactants O[CH2:2][C@H:3]1[CH2:7][S:6][C:5](=[O:8])[N:4]1[CH2:9][CH2:10][CH2:11][CH2:12][CH2:13][CH2:14][C:15]#[N:16].CC(OI1(OC(C)=O)(OC(C)=O)O[C:28](=O)[C:27]2[CH:26]=[CH:25][CH:24]=[CH:23][C:22]1=2)=O.[H-].[Na+].C1C[O:44][CH2:43][CH2:42]1, predict the reaction product. The product is: [O:8]=[C:5]1[N:4]([CH2:9][CH2:10][CH2:11][CH2:12][CH2:13][CH2:14][C:15]#[N:16])[C@@H:3](/[CH:2]=[CH:42]/[C:43](=[O:44])[CH2:28][C:27]2[CH:22]=[CH:23][CH:24]=[CH:25][CH:26]=2)[CH2:7][S:6]1. (6) Given the reactants [N:1]1([CH2:7][C:8](=[S:10])[NH2:9])[CH2:6][CH2:5][O:4][CH2:3][CH2:2]1.[Cl:11][CH2:12][C:13]([CH2:15]Cl)=O.C(=O)(O)[O-].[Na+].S(Cl)(Cl)=O, predict the reaction product. The product is: [ClH:11].[Cl:11][CH2:12][C:13]1[N:9]=[C:8]([CH2:7][N:1]2[CH2:6][CH2:5][O:4][CH2:3][CH2:2]2)[S:10][CH:15]=1.